Dataset: Forward reaction prediction with 1.9M reactions from USPTO patents (1976-2016). Task: Predict the product of the given reaction. (1) Given the reactants [N+:1]([C:4]1[CH:15]=[CH:14][CH:13]=[CH:12][C:5]=1[CH2:6][NH:7][CH2:8][CH2:9][CH2:10][OH:11])([O-:3])=[O:2].N1C=CN=C1.[C:21]([Si:25](Cl)([C:32]1[CH:37]=[CH:36][CH:35]=[CH:34][CH:33]=1)[C:26]1[CH:31]=[CH:30][CH:29]=[CH:28][CH:27]=1)([CH3:24])([CH3:23])[CH3:22], predict the reaction product. The product is: [Si:25]([O:11][CH2:10][CH2:9][CH2:8][NH:7][CH2:6][C:5]1[CH:12]=[CH:13][CH:14]=[CH:15][C:4]=1[N+:1]([O-:3])=[O:2])([C:21]([CH3:24])([CH3:23])[CH3:22])([C:32]1[CH:33]=[CH:34][CH:35]=[CH:36][CH:37]=1)[C:26]1[CH:31]=[CH:30][CH:29]=[CH:28][CH:27]=1. (2) Given the reactants [Br:1][C:2]1[C:11]2[C:6](=[CH:7][CH:8]=[CH:9][CH:10]=2)[C:5]([C:12]2[CH:17]=[CH:16][C:15]([Cl:18])=[CH:14][CH:13]=2)=[C:4]([CH:19]([OH:22])[CH:20]=[CH2:21])[C:3]=1[CH3:23].C(N(CC)CC)C.[Si:31](OS(C(F)(F)F)(=O)=O)([C:34]([CH3:37])([CH3:36])[CH3:35])([CH3:33])[CH3:32], predict the reaction product. The product is: [Br:1][C:2]1[C:11]2[C:6](=[CH:7][CH:8]=[CH:9][CH:10]=2)[C:5]([C:12]2[CH:17]=[CH:16][C:15]([Cl:18])=[CH:14][CH:13]=2)=[C:4]([CH:19]([O:22][Si:31]([C:34]([CH3:37])([CH3:36])[CH3:35])([CH3:33])[CH3:32])[CH:20]=[CH2:21])[C:3]=1[CH3:23]. (3) Given the reactants [Br:1][C:2]1[CH:3]=[C:4](N)[CH:5]=[CH:6][C:7]=1[CH2:8][CH3:9].N([O-])=[O:12].[Na+], predict the reaction product. The product is: [Br:1][C:2]1[CH:3]=[C:4]([OH:12])[CH:5]=[CH:6][C:7]=1[CH2:8][CH3:9]. (4) The product is: [OH:26][CH2:27][CH2:28][S:29]([C:32]1[CH:33]=[C:34]([NH:35][C:12]([C:11]2[CH:10]=[N:9][N:8]3[C:3]([CH:2]([F:25])[F:1])=[CH:4][C:5]([C:15]4[CH:16]=[CH:17][C:18]([C:21]([F:24])([F:23])[F:22])=[CH:19][CH:20]=4)=[N:6][C:7]=23)=[O:14])[CH:36]=[CH:37][CH:38]=1)(=[O:30])=[O:31]. Given the reactants [F:1][CH:2]([F:25])[C:3]1[N:8]2[N:9]=[CH:10][C:11]([C:12]([OH:14])=O)=[C:7]2[N:6]=[C:5]([C:15]2[CH:20]=[CH:19][C:18]([C:21]([F:24])([F:23])[F:22])=[CH:17][CH:16]=2)[CH:4]=1.[OH:26][CH2:27][CH2:28][S:29]([C:32]1[CH:33]=[C:34]([CH:36]=[CH:37][CH:38]=1)[NH2:35])(=[O:31])=[O:30], predict the reaction product. (5) Given the reactants [CH3:1][O:2][C:3](=[O:17])/[CH:4]=[CH:5]/[C:6]1[CH:11]=[CH:10][C:9]([O:12][CH3:13])=[C:8]([N+:14]([O-])=O)[CH:7]=1.C(O)(=O)C, predict the reaction product. The product is: [CH3:1][O:2][C:3](=[O:17])/[CH:4]=[CH:5]/[C:6]1[CH:11]=[CH:10][C:9]([O:12][CH3:13])=[C:8]([NH2:14])[CH:7]=1. (6) Given the reactants [NH2:1][CH2:2][C:3]1[CH:4]=[C:5]2[C:9](=[CH:10][CH:11]=1)[C:8](=[O:12])[N:7]([CH:13]1[CH2:18][CH2:17][C:16](=[O:19])[NH:15][C:14]1=[O:20])[CH2:6]2.[Cl:21][C:22]1[CH:27]=[CH:26][C:25]([N:28]=[C:29]=[O:30])=[C:24]([CH3:31])[CH:23]=1.Cl, predict the reaction product. The product is: [Cl:21][C:22]1[CH:27]=[CH:26][C:25]([NH:28][C:29]([NH:1][CH2:2][C:3]2[CH:4]=[C:5]3[C:9](=[CH:10][CH:11]=2)[C:8](=[O:12])[N:7]([CH:13]2[CH2:18][CH2:17][C:16](=[O:19])[NH:15][C:14]2=[O:20])[CH2:6]3)=[O:30])=[C:24]([CH3:31])[CH:23]=1. (7) Given the reactants [Cl:1][C:2]1[CH:3]=[CH:4][C:5]2[N:11]3[CH:12]=[CH:13][CH:14]=[C:10]3[C@@H:9]([CH2:15][CH2:16][C:17]3[N:18]=[N:19][N:20]([CH2:22][C:23]([O:25]CC)=[O:24])[N:21]=3)[O:8][C@H:7]([C:28]3[CH:33]=[CH:32][CH:31]=[C:30]([O:34][CH3:35])[C:29]=3[O:36][CH3:37])[C:6]=2[CH:38]=1.C(=O)([O-])[O-].[K+].[K+], predict the reaction product. The product is: [Cl:1][C:2]1[CH:3]=[CH:4][C:5]2[N:11]3[CH:12]=[CH:13][CH:14]=[C:10]3[C@@H:9]([CH2:15][CH2:16][C:17]3[N:18]=[N:19][N:20]([CH2:22][C:23]([OH:25])=[O:24])[N:21]=3)[O:8][C@H:7]([C:28]3[CH:33]=[CH:32][CH:31]=[C:30]([O:34][CH3:35])[C:29]=3[O:36][CH3:37])[C:6]=2[CH:38]=1.